From a dataset of Full USPTO retrosynthesis dataset with 1.9M reactions from patents (1976-2016). Predict the reactants needed to synthesize the given product. (1) Given the product [O:1]1[C:2]2([CH2:7][CH2:6][CH:5]([C:8]([O:10][CH2:11][CH3:12])=[O:9])[CH2:4][CH2:3]2)[CH2:14]1, predict the reactants needed to synthesize it. The reactants are: [O:1]=[C:2]1[CH2:7][CH2:6][CH:5]([C:8]([O:10][CH2:11][CH3:12])=[O:9])[CH2:4][CH2:3]1.[I-].[CH3:14][S+](C)C.CC(C)CN1CCN2CCN(CC(C)C)P1N(CC(C)C)CC2. (2) Given the product [NH:8]1[CH2:13][CH2:12][CH:11]([NH:14][C:15]([C:16]2[CH:17]=[C:18]([O:22][S:23]([CH3:26])(=[O:24])=[O:25])[CH:19]=[CH:20][CH:21]=2)=[O:27])[CH2:10][CH2:9]1, predict the reactants needed to synthesize it. The reactants are: C(OC([N:8]1[CH2:13][CH2:12][CH:11]([NH:14][C:15](=[O:27])[C:16]2[CH:21]=[CH:20][CH:19]=[C:18]([O:22][S:23]([CH3:26])(=[O:25])=[O:24])[CH:17]=2)[CH2:10][CH2:9]1)=O)(C)(C)C.FC(F)(F)C(O)=O. (3) Given the product [C:1]([C:3]1[C:4]([C:17]2[CH:18]=[CH:19][C:20]([O:23][CH3:24])=[CH:21][CH:22]=2)=[C:5]([C:14]([NH2:31])=[O:16])[S:6][C:7]=1[N:8]1[CH2:13][CH2:12][O:11][CH2:10][CH2:9]1)#[N:2], predict the reactants needed to synthesize it. The reactants are: [C:1]([C:3]1[C:4]([C:17]2[CH:22]=[CH:21][C:20]([O:23][CH3:24])=[CH:19][CH:18]=2)=[C:5]([C:14]([OH:16])=O)[S:6][C:7]=1[N:8]1[CH2:13][CH2:12][O:11][CH2:10][CH2:9]1)#[N:2].C1C=CC2N(O)N=[N:31]C=2C=1.CCN=C=NCCCN(C)C.N. (4) Given the product [NH2:1][C:2]1[C:11]2[C:6](=[CH:7][C:8]([N:12]3[C:20]4[CH2:19][C:18]([CH3:21])([CH3:22])[CH2:17][C:16](=[O:23])[C:15]=4[C:14]([CH3:24])=[CH:13]3)=[CH:9][CH:10]=2)[C:5]([C:25]([NH2:26])=[O:27])=[CH:4][N:3]=1, predict the reactants needed to synthesize it. The reactants are: [NH2:1][C:2]1[C:11]2[C:6](=[CH:7][C:8]([N:12]3[C:20]4[CH2:19][C:18]([CH3:22])([CH3:21])[CH2:17][C:16](=[O:23])[C:15]=4[C:14]([CH3:24])=[CH:13]3)=[CH:9][CH:10]=2)[C:5]([C:25]#[N:26])=[CH:4][N:3]=1.[OH-:27].[Na+].OO.O. (5) Given the product [CH2:1]([O:3][C:4]([C:6]1[CH:10]=[CH:9][N:8]([CH2:11][CH2:7][CH:6]([CH3:10])[CH3:4])[C:7]=1[CH3:11])=[O:5])[CH3:2], predict the reactants needed to synthesize it. The reactants are: [CH2:1]([O:3][C:4]([C:6]1[CH:10]=[CH:9][NH:8][C:7]=1[CH3:11])=[O:5])[CH3:2].[H-].[Na+]. (6) Given the product [NH2:8][CH:9]1[CH2:10][CH2:11][N:12]([C:15]([O:17][CH2:18][C:19]2[CH:24]=[CH:23][CH:22]=[CH:21][CH:20]=2)=[O:16])[CH2:13][CH2:14]1, predict the reactants needed to synthesize it. The reactants are: CC(OC([NH:8][CH:9]1[CH2:14][CH2:13][N:12]([C:15]([O:17][CH2:18][C:19]2[CH:24]=[CH:23][CH:22]=[CH:21][CH:20]=2)=[O:16])[CH2:11][CH2:10]1)=O)(C)C.FC(F)(F)C(O)=O. (7) Given the product [OH:20][C:15]1[C:16]([CH:24]=[O:25])=[CH:17][CH:18]=[CH:19][C:14]=1[C:8]1[CH:9]=[CH:10][CH:11]=[CH:12][CH:13]=1, predict the reactants needed to synthesize it. The reactants are: C(N(CC)CC)C.[C:8]1([C:14]2[CH:19]=[CH:18][CH:17]=[CH:16][C:15]=2[OH:20])[CH:13]=[CH:12][CH:11]=[CH:10][CH:9]=1.[Cl-].[Mg+2].[Cl-].[CH2:24]=[O:25]. (8) Given the product [F:1][C:2]([F:10])([F:11])[O:3][CH2:4][CH2:5][CH2:6][C:7]([NH:9][C:23](=[O:24])[O:25][C:26]([CH3:28])=[CH2:27])=[O:8], predict the reactants needed to synthesize it. The reactants are: [F:1][C:2]([F:11])([F:10])[O:3][CH2:4][CH2:5][CH2:6][C:7]([NH2:9])=[O:8].[Li+].C[Si]([N-][Si](C)(C)C)(C)C.Cl[C:23]([O:25][C:26]([CH3:28])=[CH2:27])=[O:24]. (9) Given the product [CH2:11]([C:10]1[C:3]2[C:2]([NH:16][C:17]3[C:26]([O:27][CH3:28])=[CH:25][C:20]4[NH:21][C:22](=[O:24])[S:23][C:19]=4[CH:18]=3)=[N:7][CH:6]=[N:5][C:4]=2[NH:8][C:9]=1[CH2:13][CH2:14][CH3:15])[CH3:12], predict the reactants needed to synthesize it. The reactants are: Cl[C:2]1[C:3]2[C:10]([CH2:11][CH3:12])=[C:9]([CH2:13][CH2:14][CH3:15])[NH:8][C:4]=2[N:5]=[CH:6][N:7]=1.[NH2:16][C:17]1[C:26]([O:27][CH3:28])=[CH:25][C:20]2[NH:21][C:22](=[O:24])[S:23][C:19]=2[CH:18]=1. (10) Given the product [N:1]1([C:6]2[CH:7]=[C:8]([C:12]3[O:13][C:14]4[CH:23]=[CH:22][C:21]([NH:24][C:25](=[O:27])[CH3:26])=[CH:20][C:15]=4[C:16](=[O:19])[C:17]=3[O:18][CH2:12][C:8]3[CH:9]=[CH:10][CH:11]=[CH:6][CH:7]=3)[CH:9]=[CH:10][CH:11]=2)[CH:5]=[CH:4][N:3]=[CH:2]1, predict the reactants needed to synthesize it. The reactants are: [N:1]1([C:6]2[CH:7]=[C:8]([C:12]3[O:13][C:14]4[CH:23]=[CH:22][C:21]([NH:24][C:25](=[O:27])[CH3:26])=[CH:20][C:15]=4[C:16](=[O:19])[C:17]=3[OH:18])[CH:9]=[CH:10][CH:11]=2)[CH:5]=[CH:4][N:3]=[CH:2]1.